Dataset: Forward reaction prediction with 1.9M reactions from USPTO patents (1976-2016). Task: Predict the product of the given reaction. (1) Given the reactants [O:1]=[C:2]1[C:7]2[C:8]([C:13]3[CH:18]=[CH:17][CH:16]=[CH:15][CH:14]=3)=[C:9]([CH:11]=O)[NH:10][C:6]=2[CH2:5][CH2:4][NH:3]1.[F:19][C:20]1[CH:21]=[C:22]2[C:26](=[CH:27][C:28]=1[NH:29][C:30](=[O:33])[CH2:31][OH:32])[NH:25][C:24](=[O:34])[CH2:23]2, predict the reaction product. The product is: [F:19][C:20]1[CH:21]=[C:22]2[C:26](=[CH:27][C:28]=1[NH:29][C:30](=[O:33])[CH2:31][OH:32])[NH:25][C:24](=[O:34])[C:23]2=[CH:11][C:9]1[NH:10][C:6]2[CH2:5][CH2:4][NH:3][C:2](=[O:1])[C:7]=2[C:8]=1[C:13]1[CH:18]=[CH:17][CH:16]=[CH:15][CH:14]=1. (2) Given the reactants [CH2:1]([S:3]([N:6]1[CH2:11][CH2:10][CH:9]([C:12]2[C:20]3[C:15](=[C:16]([C:31]([NH2:33])=[O:32])[CH:17]=[C:18]([C:21]4[CH:26]=[CH:25][C:24]([CH2:27][CH2:28][NH:29][CH3:30])=[CH:23][CH:22]=4)[CH:19]=3)[NH:14][CH:13]=2)[CH2:8][CH2:7]1)(=[O:5])=[O:4])[CH3:2].CN.O1CC[CH2:38][CH2:37]1, predict the reaction product. The product is: [CH2:1]([S:3]([N:6]1[CH2:11][CH2:10][CH:9]([C:12]2[C:20]3[C:15](=[C:16]([C:31]([NH2:33])=[O:32])[CH:17]=[C:18]([C:21]4[CH:22]=[CH:23][C:24]([CH2:27][CH2:28][NH:29][CH2:30][CH2:37][CH3:38])=[CH:25][CH:26]=4)[CH:19]=3)[NH:14][CH:13]=2)[CH2:8][CH2:7]1)(=[O:5])=[O:4])[CH3:2]. (3) Given the reactants [Br:1][C:2]1[NH:10][C:9]2[C:8](=[O:11])[N:7]([CH2:12][CH2:13][CH2:14][OH:15])[C:6](=[O:16])[N:5]([CH3:17])[C:4]=2[N:3]=1.I[CH2:19][CH3:20].C(=O)([O-])[O-].[K+].[K+], predict the reaction product. The product is: [Br:1][C:2]1[N:10]([CH2:19][CH3:20])[C:9]2[C:8](=[O:11])[N:7]([CH2:12][CH2:13][CH2:14][OH:15])[C:6](=[O:16])[N:5]([CH3:17])[C:4]=2[N:3]=1. (4) Given the reactants [F:1][C:2]1[CH:44]=[CH:43][C:5]([CH2:6][CH2:7][C:8]2[CH:28]=[CH:27][C:26]([O:29][CH:30]([C:38]3[S:39][CH:40]=[CH:41][N:42]=3)[CH2:31][C:32]3[N:36]([CH3:37])[CH:35]=[N:34][CH:33]=3)=[CH:25][C:9]=2[C:10]([NH:12][C@@H:13]([CH2:21][CH2:22][S:23][CH3:24])[C:14]([O:16]C(C)(C)C)=[O:15])=[O:11])=[CH:4][CH:3]=1, predict the reaction product. The product is: [F:1][C:2]1[CH:44]=[CH:43][C:5]([CH2:6][CH2:7][C:8]2[CH:28]=[CH:27][C:26]([O:29][CH:30]([C:38]3[S:39][CH:40]=[CH:41][N:42]=3)[CH2:31][C:32]3[N:36]([CH3:37])[CH:35]=[N:34][CH:33]=3)=[CH:25][C:9]=2[C:10]([NH:12][C@@H:13]([CH2:21][CH2:22][S:23][CH3:24])[C:14]([OH:16])=[O:15])=[O:11])=[CH:4][CH:3]=1. (5) Given the reactants C(OC([N:8]1[CH2:12][CH2:11][CH2:10][CH:9]1[CH2:13][NH:14][C:15]1[CH:24]=[CH:23][C:18]([C:19]([O:21][CH3:22])=[O:20])=[CH:17][CH:16]=1)=O)(C)(C)C.C(O)(C(F)(F)F)=O, predict the reaction product. The product is: [NH:8]1[CH2:12][CH2:11][CH2:10][CH:9]1[CH2:13][NH:14][C:15]1[CH:24]=[CH:23][C:18]([C:19]([O:21][CH3:22])=[O:20])=[CH:17][CH:16]=1. (6) Given the reactants [C:1]([O:5][C:6]([N:8]1[CH2:12][C@@H:11]([CH3:13])[CH2:10][C@H:9]1[C:14]1[NH:15][C:16](I)=[C:17](I)[N:18]=1)=[O:7])([CH3:4])([CH3:3])[CH3:2].IC1NC=NC=1I.C([C@@H]1C[C@H](C)CN1C(OC(C)(C)C)=O)=O.[NH4+].[OH-].C(C=O)=O, predict the reaction product. The product is: [NH:15]1[CH:16]=[CH:17][N:18]=[C:14]1[C@@H:9]1[CH2:10][C@H:11]([CH3:13])[CH2:12][N:8]1[C:6]([O:5][C:1]([CH3:2])([CH3:4])[CH3:3])=[O:7].